This data is from Full USPTO retrosynthesis dataset with 1.9M reactions from patents (1976-2016). The task is: Predict the reactants needed to synthesize the given product. The reactants are: N(OCCC(C)C)=O.N[C:10]1[C:15]([O:16][C:17]2[C:18]([O:23][CH2:24][C:25]([O:27][CH3:28])=[O:26])=[N:19][CH:20]=[CH:21][CH:22]=2)=[CH:14][C:13]([NH:29][C:30](=[O:32])[CH3:31])=[C:12]([F:33])[CH:11]=1.[ClH:34]. Given the product [Cl:34][C:10]1[C:15]([O:16][C:17]2[C:18]([O:23][CH2:24][C:25]([O:27][CH3:28])=[O:26])=[N:19][CH:20]=[CH:21][CH:22]=2)=[CH:14][C:13]([NH:29][C:30](=[O:32])[CH3:31])=[C:12]([F:33])[CH:11]=1, predict the reactants needed to synthesize it.